From a dataset of Forward reaction prediction with 1.9M reactions from USPTO patents (1976-2016). Predict the product of the given reaction. (1) Given the reactants [F:1][C:2]1[CH:3]=[C:4]([C:9]2[CH:14]=[C:13]([C:15]([F:18])([F:17])[F:16])[N:12]=[C:11]([N:19]3[CH:23]=[C:22](I)[N:21]=[CH:20]3)[N:10]=2)[CH:5]=[CH:6][C:7]=1[F:8].[C:25]([NH:29][S:30]([C:33]1[CH:34]=[C:35](B(O)O)[CH:36]=[CH:37][CH:38]=1)(=[O:32])=[O:31])([CH3:28])([CH3:27])[CH3:26], predict the reaction product. The product is: [C:25]([NH:29][S:30]([C:33]1[CH:34]=[CH:35][CH:36]=[C:37]([C:22]2[N:21]=[CH:20][N:19]([C:11]3[N:12]=[C:13]([C:15]([F:18])([F:17])[F:16])[CH:14]=[C:9]([C:4]4[CH:5]=[CH:6][C:7]([F:8])=[C:2]([F:1])[CH:3]=4)[N:10]=3)[CH:23]=2)[CH:38]=1)(=[O:32])=[O:31])([CH3:28])([CH3:26])[CH3:27]. (2) The product is: [CH2:1]([C:3]1[N:11]2[C:6]([CH2:7][O:8][C:9]3[C:15]([NH2:16])=[CH:14][CH:13]=[CH:12][C:10]=32)=[C:5]([C:19]([OH:21])=[O:20])[N:4]=1)[CH3:2]. Given the reactants [CH2:1]([C:3]1[N:11]2[C:6]([CH2:7][O:8][C:9]3[C:15]([N+:16]([O-])=O)=[CH:14][CH:13]=[CH:12][C:10]=32)=[C:5]([C:19]([OH:21])=[O:20])[N:4]=1)[CH3:2], predict the reaction product. (3) Given the reactants [C:1]1([P:7]([C:14]2[CH:19]=[CH:18][CH:17]=[CH:16][CH:15]=2)[C:8]2[CH:13]=[CH:12][CH:11]=[CH:10][CH:9]=2)[CH:6]=[CH:5][CH:4]=[CH:3][CH:2]=1.Cl.[O:21]1CCOCC1, predict the reaction product. The product is: [C:14]1([P:7](=[O:21])([C:1]2[CH:2]=[CH:3][CH:4]=[CH:5][CH:6]=2)[C:8]2[CH:13]=[CH:12][CH:11]=[CH:10][CH:9]=2)[CH:15]=[CH:16][CH:17]=[CH:18][CH:19]=1. (4) The product is: [CH3:1][C:2]1[O:3][C:4]2[CH:10]=[CH:9][C:8]([O:11][C:13]3[CH:18]=[CH:17][C:16]([N+:19]([O-:21])=[O:20])=[CH:15][C:14]=3[CH3:22])=[CH:7][C:5]=2[N:6]=1. Given the reactants [CH3:1][C:2]1[O:3][C:4]2[CH:10]=[CH:9][C:8]([OH:11])=[CH:7][C:5]=2[N:6]=1.F[C:13]1[CH:18]=[CH:17][C:16]([N+:19]([O-:21])=[O:20])=[CH:15][C:14]=1[CH3:22].C([O-])([O-])=O.[K+].[K+], predict the reaction product. (5) Given the reactants [Br:1][C:2]1[CH:3]=[C:4]([NH:8][C:9]2[C:18]3[C:17]([NH2:19])=[C:16]([O:20][CH3:21])[C:15]([O:22][CH3:23])=[CH:14][C:13]=3[N:12]=[CH:11][N:10]=2)[CH:5]=[CH:6][CH:7]=1.[OH-].[Na+].[CH:26](O)=O, predict the reaction product. The product is: [Br:1][C:2]1[CH:3]=[C:4]([N:8]2[C:9]3[C:18]4[C:13]([N:12]=[CH:11][N:10]=3)=[CH:14][C:15]([O:22][CH3:23])=[C:16]([O:20][CH3:21])[C:17]=4[N:19]=[CH:26]2)[CH:5]=[CH:6][CH:7]=1. (6) Given the reactants [OH:1][CH:2]1[CH2:7][CH2:6][N:5]([CH2:8][CH2:9][N:10]2[CH2:15][CH2:14][CH:13]([NH:16][C:17]([C:19]3[NH:20][C:21]4[C:26]([CH:27]=3)=[C:25](Br)[CH:24]=[CH:23][CH:22]=4)=[O:18])[CH2:12][CH2:11]2)[CH2:4][CH2:3]1.[CH3:29][O:30][C:31]1[N:36]=[CH:35][C:34](B(O)O)=[CH:33][CH:32]=1, predict the reaction product. The product is: [OH:1][CH:2]1[CH2:7][CH2:6][N:5]([CH2:8][CH2:9][N:10]2[CH2:15][CH2:14][CH:13]([NH:16][C:17]([C:19]3[NH:20][C:21]4[C:26]([CH:27]=3)=[C:25]([C:34]3[CH:35]=[N:36][C:31]([O:30][CH3:29])=[CH:32][CH:33]=3)[CH:24]=[CH:23][CH:22]=4)=[O:18])[CH2:12][CH2:11]2)[CH2:4][CH2:3]1. (7) The product is: [CH3:15][NH:14][CH2:13][CH:10]1[CH2:11][CH2:12][N:7]([C:4]2[CH:5]=[CH:6][N:1]=[CH:2][CH:3]=2)[CH2:8][CH2:9]1. Given the reactants [N:1]1[CH:6]=[CH:5][C:4]([N:7]2[CH2:12][CH2:11][CH:10]([CH2:13][NH:14][C:15](=O)OC(C)(C)C)[CH2:9][CH2:8]2)=[CH:3][CH:2]=1.[H-].[H-].[H-].[H-].[Li+].[Al+3].O.C1COCC1.[OH-].[Na+], predict the reaction product.